From a dataset of Reaction yield outcomes from USPTO patents with 853,638 reactions. Predict the reaction yield, written as a fraction of the theoretical maximum amount of product (1.0 means a 100% yield; for example, 0.34 means a 34% yield). (1) The reactants are C(OC(=O)[NH:10][CH2:11][CH2:12][CH2:13][CH2:14][CH2:15][C:16]([N:18]1[CH2:22][CH:21]([OH:23])[CH2:20][CH:19]1[CH:24]([C:43]1[CH:48]=[CH:47][CH:46]=[CH:45][CH:44]=1)[O:25][CH:26]([C:35]1[CH:40]=[CH:39][C:38]([O:41][CH3:42])=[CH:37][CH:36]=1)[C:27]1[CH:32]=[CH:31][C:30]([O:33][CH3:34])=[CH:29][CH:28]=1)=[O:17])C1C=CC=CC=1. The catalyst is C(OCC)(=O)C. The product is [NH2:10][CH2:11][CH2:12][CH2:13][CH2:14][CH2:15][C:16]([N:18]1[CH2:22][CH:21]([OH:23])[CH2:20][CH:19]1[CH:24]([C:43]1[CH:48]=[CH:47][CH:46]=[CH:45][CH:44]=1)[O:25][CH:26]([C:35]1[CH:40]=[CH:39][C:38]([O:41][CH3:42])=[CH:37][CH:36]=1)[C:27]1[CH:32]=[CH:31][C:30]([O:33][CH3:34])=[CH:29][CH:28]=1)=[O:17]. The yield is 0.910. (2) The reactants are Cl.[CH:2]1[CH:3]=[N:4][N:5]2[CH:10]=[CH:9][C:8]3[CH2:11][CH2:12][CH:13]([CH2:14][CH2:15][NH2:16])[C:7]=3[C:6]=12.C(N(CC)CC)C.[C:24](OC(=O)C)(=[O:26])[CH3:25].O. The catalyst is O1CCCC1. The product is [CH:2]1[CH:3]=[N:4][N:5]2[CH:10]=[CH:9][C:8]3[CH2:11][CH2:12][CH:13]([CH2:14][CH2:15][NH:16][C:24](=[O:26])[CH3:25])[C:7]=3[C:6]=12. The yield is 0.480.